From a dataset of CYP1A2 inhibition data for predicting drug metabolism from PubChem BioAssay. Regression/Classification. Given a drug SMILES string, predict its absorption, distribution, metabolism, or excretion properties. Task type varies by dataset: regression for continuous measurements (e.g., permeability, clearance, half-life) or binary classification for categorical outcomes (e.g., BBB penetration, CYP inhibition). Dataset: cyp1a2_veith. The compound is O=C(CSc1nc2ccccc2s1)NNC(=S)Nc1ccc(Br)cc1. The result is 1 (inhibitor).